Dataset: Full USPTO retrosynthesis dataset with 1.9M reactions from patents (1976-2016). Task: Predict the reactants needed to synthesize the given product. (1) Given the product [CH3:37][S:36][C:32]1[CH:31]=[C:30]([C:27]2[CH:28]=[CH:29][C:24]([S:21]([NH:20][CH:19]3[C:13]4[CH:12]=[CH:11][CH:10]=[C:9]([O:8][CH2:7][C:6]([OH:38])=[O:5])[C:14]=4[CH2:15][CH2:16][CH2:17][CH2:18]3)(=[O:23])=[O:22])=[CH:25][CH:26]=2)[CH:35]=[CH:34][CH:33]=1, predict the reactants needed to synthesize it. The reactants are: C([O:5][C:6](=[O:38])[CH2:7][O:8][C:9]1[C:14]2[CH2:15][CH2:16][CH2:17][CH2:18][CH:19]([NH:20][S:21]([C:24]3[CH:29]=[CH:28][C:27]([C:30]4[CH:35]=[CH:34][CH:33]=[C:32]([S:36][CH3:37])[CH:31]=4)=[CH:26][CH:25]=3)(=[O:23])=[O:22])[C:13]=2[CH:12]=[CH:11][CH:10]=1)(C)(C)C.[OH-].[Na+]. (2) Given the product [N:35]1([C:5]2[N:10]=[C:9]([O:11][C:12]3[CH:17]=[CH:16][C:15]([F:18])=[C:14]([F:19])[CH:13]=3)[C:8]([C:20]3[CH:25]=[CH:24][C:23]([Cl:26])=[CH:22][CH:21]=3)=[C:7]([C:27]3[CH:32]=[CH:31][C:30]([Cl:33])=[CH:29][C:28]=3[Cl:34])[N:6]=2)[CH2:39][CH2:38][CH2:37][CH2:36]1, predict the reactants needed to synthesize it. The reactants are: CS([C:5]1[N:10]=[C:9]([O:11][C:12]2[CH:17]=[CH:16][C:15]([F:18])=[C:14]([F:19])[CH:13]=2)[C:8]([C:20]2[CH:25]=[CH:24][C:23]([Cl:26])=[CH:22][CH:21]=2)=[C:7]([C:27]2[CH:32]=[CH:31][C:30]([Cl:33])=[CH:29][C:28]=2[Cl:34])[N:6]=1)(=O)=O.[NH:35]1[CH2:39][CH2:38][CH2:37][CH2:36]1.